This data is from Full USPTO retrosynthesis dataset with 1.9M reactions from patents (1976-2016). The task is: Predict the reactants needed to synthesize the given product. Given the product [F:1][C:2]1[CH:7]=[CH:6][CH:5]=[CH:4][C:3]=1[S:8]([NH:11][C:12]1[CH:21]=[CH:20][C:19]2[CH2:18][CH2:17][CH2:16][CH:15]([O:22][CH3:23])[C:14]=2[C:13]=1[C:24]([O:26][CH3:27])=[O:25])(=[O:10])=[O:9], predict the reactants needed to synthesize it. The reactants are: [F:1][C:2]1[CH:7]=[CH:6][CH:5]=[CH:4][C:3]=1[S:8]([NH:11][C:12]1[CH:21]=[CH:20][C:19]2[CH2:18][CH2:17][CH:16]=[C:15]([O:22][CH3:23])[C:14]=2[C:13]=1[C:24]([O:26][CH3:27])=[O:25])(=[O:10])=[O:9].[H][H].